Task: Regression. Given a peptide amino acid sequence and an MHC pseudo amino acid sequence, predict their binding affinity value. This is MHC class II binding data.. Dataset: Peptide-MHC class II binding affinity with 134,281 pairs from IEDB (1) The peptide sequence is VTVDAAVLAAIDADA. The MHC is DRB1_0701 with pseudo-sequence DRB1_0701. The binding affinity (normalized) is 0.204. (2) The peptide sequence is DPVKLVKMWEDEVKD. The MHC is DRB1_0101 with pseudo-sequence DRB1_0101. The binding affinity (normalized) is 0.0908. (3) The peptide sequence is YSKFLANVSTVLTGK. The MHC is DRB1_0404 with pseudo-sequence DRB1_0404. The binding affinity (normalized) is 0.368.